This data is from Full USPTO retrosynthesis dataset with 1.9M reactions from patents (1976-2016). The task is: Predict the reactants needed to synthesize the given product. (1) Given the product [CH3:30][C:31]1[CH:36]=[C:35]([C:2]2[CH:11]=[C:10]3[C:5]([CH2:6][CH2:7][N:8]([CH:12]([CH3:29])[C:13]([NH:15][C:16]4[CH:21]=[CH:20][C:19]([C:22]5[CH:27]=[CH:26][N:25]=[C:24]([CH3:28])[CH:23]=5)=[CH:18][CH:17]=4)=[O:14])[CH2:9]3)=[CH:4][CH:3]=2)[CH:34]=[CH:33][N:32]=1, predict the reactants needed to synthesize it. The reactants are: Br[C:2]1[CH:11]=[C:10]2[C:5]([CH2:6][CH2:7][N:8]([CH:12]([CH3:29])[C:13]([NH:15][C:16]3[CH:21]=[CH:20][C:19]([C:22]4[CH:27]=[CH:26][N:25]=[C:24]([CH3:28])[CH:23]=4)=[CH:18][CH:17]=3)=[O:14])[CH2:9]2)=[CH:4][CH:3]=1.[CH3:30][C:31]1[CH:36]=[C:35](B(O)O)[CH:34]=[CH:33][N:32]=1.P([O-])([O-])([O-])=O.[K+].[K+].[K+]. (2) The reactants are: Br[C:2]1[CH:7]=[CH:6][C:5](Br)=[CH:4][CH:3]=1.[C:9]1([SH:15])[CH:14]=[CH:13][CH:12]=[CH:11][CH:10]=1.[OH-].[K+]. Given the product [C:2]1([S:15][C:9]2[CH:14]=[CH:13][C:12]([S:15][C:9]3[CH:14]=[CH:13][CH:12]=[CH:11][CH:10]=3)=[CH:11][CH:10]=2)[CH:7]=[CH:6][CH:5]=[CH:4][CH:3]=1, predict the reactants needed to synthesize it. (3) Given the product [CH:1]1([N:6]2[C:15]3[N:14]=[C:13]([C:16]4[CH:21]=[CH:20][N:19]=[C:18]([O:29][CH3:28])[CH:17]=4)[N:12]=[CH:11][C:10]=3[N:9]3[CH:23]=[N:24][N:25]=[C:8]3[C@H:7]2[CH2:26][CH3:27])[CH2:5][CH2:4][CH2:3][CH2:2]1, predict the reactants needed to synthesize it. The reactants are: [CH:1]1([N:6]2[C:15]3[N:14]=[C:13]([C:16]4[CH:21]=[CH:20][N:19]=[C:18](F)[CH:17]=4)[N:12]=[CH:11][C:10]=3[N:9]3[CH:23]=[N:24][N:25]=[C:8]3[C@H:7]2[CH2:26][CH3:27])[CH2:5][CH2:4][CH2:3][CH2:2]1.[CH3:28][OH:29]. (4) Given the product [CH2:29]([N:27]([CH2:26][C:17]1[S:16][C:15]([NH:14][C:12](=[O:13])[C:11]2[CH:33]=[C:34]([Cl:35])[C:8]([NH:7][CH2:6][CH2:5][NH:4][S:44]([CH3:43])(=[O:46])=[O:45])=[N:9][CH:10]=2)=[N:19][C:18]=1[C:20]1[S:21][CH:22]=[C:23]([Cl:25])[CH:24]=1)[CH3:28])[CH2:30][CH2:31][CH3:32], predict the reactants needed to synthesize it. The reactants are: Cl.Cl.Cl.[NH2:4][CH2:5][CH2:6][NH:7][C:8]1[C:34]([Cl:35])=[CH:33][C:11]([C:12]([NH:14][C:15]2[S:16][C:17]([CH2:26][N:27]([CH2:29][CH2:30][CH2:31][CH3:32])[CH3:28])=[C:18]([C:20]3[S:21][CH:22]=[C:23]([Cl:25])[CH:24]=3)[N:19]=2)=[O:13])=[CH:10][N:9]=1.C(N(CC)CC)C.[CH3:43][S:44](Cl)(=[O:46])=[O:45].O. (5) Given the product [CH3:45][O:46][C:47](=[O:55])[CH2:48][CH2:49][CH2:50][CH2:51][C:52](=[O:53])[NH:30][C:29]1[CH:28]=[C:27]([NH2:31])[CH:26]=[C:25]([CH3:34])[C:24]=1[C:20]1[CH:21]=[CH:22][CH:23]=[C:18]([S:15]([C:13]2[CH:14]=[C:10]([C:8]([NH:7][C:6]([O:5][C:1]([CH3:4])([CH3:3])[CH3:2])=[O:37])=[NH:9])[S:11][C:12]=2[S:35][CH3:36])(=[O:17])=[O:16])[CH:19]=1, predict the reactants needed to synthesize it. The reactants are: [C:1]([O:5][C:6](=[O:37])[NH:7][C:8]([C:10]1[S:11][C:12]([S:35][CH3:36])=[C:13]([S:15]([C:18]2[CH:19]=[C:20]([C:24]3[C:29]([NH2:30])=[CH:28][C:27]([N+:31]([O-])=O)=[CH:26][C:25]=3[CH3:34])[CH:21]=[CH:22][CH:23]=2)(=[O:17])=[O:16])[CH:14]=1)=[NH:9])([CH3:4])([CH3:3])[CH3:2].CCN(CC)CC.[CH3:45][O:46][C:47](=[O:55])[CH2:48][CH2:49][CH2:50][CH2:51][C:52](Cl)=[O:53]. (6) Given the product [C:39]([NH:1][C:2]1[CH:10]=[C:9]2[C:5]([CH2:6][CH2:7][CH:8]2[CH2:11][N:12]2[CH2:17][CH2:16][C:15]([O:29][C:35](=[O:42])[CH3:36])([C:18]3[CH:23]=[CH:22][C:21]([Cl:24])=[C:20]([C:25]([F:28])([F:27])[F:26])[CH:19]=3)[CH2:14][CH2:13]2)=[CH:4][CH:3]=1)(=[O:40])[CH3:38], predict the reactants needed to synthesize it. The reactants are: [NH2:1][C:2]1[CH:10]=[C:9]2[C:5]([CH2:6][CH2:7][CH:8]2[CH2:11][N:12]2[CH2:17][CH2:16][C:15]([OH:29])([C:18]3[CH:23]=[CH:22][C:21]([Cl:24])=[C:20]([C:25]([F:28])([F:27])[F:26])[CH:19]=3)[CH2:14][CH2:13]2)=[CH:4][CH:3]=1.C(N([CH2:35][CH3:36])CC)C.Cl[CH2:38][C:39](Cl)=[O:40].[OH2:42].